This data is from Reaction yield outcomes from USPTO patents with 853,638 reactions. The task is: Predict the reaction yield, written as a fraction of the theoretical maximum amount of product (1.0 means a 100% yield; for example, 0.34 means a 34% yield). (1) The reactants are [CH3:1][N:2]1[C:7]2[N:8]=[CH:9][C:10]([O:12][C:13]3[CH:18]=[CH:17][CH:16]=[C:15]([O:19][C:20]([F:23])([F:22])[F:21])[CH:14]=3)=[CH:11][C:6]=2[C:5](=[O:24])[N:4]([CH2:25][CH2:26][CH2:27][O:28][CH:29]2[CH2:34][CH2:33][CH2:32][CH2:31][O:30]2)[C:3]1=[O:35].[Li+].CC([N-]C(C)C)C.[F:44][C:45]([F:55])([F:54])[C:46]1[CH:53]=[CH:52][C:49]([CH:50]=[O:51])=[CH:48][N:47]=1. The catalyst is C1COCC1.C(Cl)Cl.O. The product is [OH:51][CH:50]([C:49]1[CH:48]=[N:47][C:46]([C:45]([F:55])([F:44])[F:54])=[CH:53][CH:52]=1)[C:11]1[C:6]2[C:5](=[O:24])[N:4]([CH2:25][CH2:26][CH2:27][O:28][CH:29]3[CH2:34][CH2:33][CH2:32][CH2:31][O:30]3)[C:3](=[O:35])[N:2]([CH3:1])[C:7]=2[N:8]=[CH:9][C:10]=1[O:12][C:13]1[CH:18]=[CH:17][CH:16]=[C:15]([O:19][C:20]([F:21])([F:22])[F:23])[CH:14]=1. The yield is 0.186. (2) The reactants are [CH3:1][O:2][C:3]1[CH:4]=[C:5]2[C:9](=[CH:10][CH:11]=1)[N:8]([CH3:12])[CH:7]=[C:6]2[C:13]1[N:30](COCC[Si](C)(C)C)[C:16]2[N:17]=[CH:18][C:19]3[N:20]([C:21]([C:24]4[CH:29]=[CH:28][CH:27]=[CH:26][CH:25]=4)=[N:22][CH:23]=3)[C:15]=2[CH:14]=1.C(N)CN.CCCC[N+](CCCC)(CCCC)CCCC.[F-]. The catalyst is CN(C=O)C.CCOC(C)=O. The product is [CH3:1][O:2][C:3]1[CH:4]=[C:5]2[C:9](=[CH:10][CH:11]=1)[N:8]([CH3:12])[CH:7]=[C:6]2[C:13]1[NH:30][C:16]2[N:17]=[CH:18][C:19]3[N:20]([C:21]([C:24]4[CH:25]=[CH:26][CH:27]=[CH:28][CH:29]=4)=[N:22][CH:23]=3)[C:15]=2[CH:14]=1. The yield is 0.100. (3) The reactants are [F:1][C:2]1[CH:3]=[C:4]([CH:6]=[C:7]([I:9])[CH:8]=1)[NH2:5].[CH3:10][O:11][C:12]1[CH:13]=[C:14]2[C:18](=[CH:19][C:20]=1[C:21]([F:24])([F:23])[F:22])[NH:17][CH2:16][CH2:15]2.[OH2:25].Cl[CH2:27]Cl. The catalyst is CN(C)C=O. The product is [F:1][C:2]1[CH:3]=[C:4]([NH:5][C:27]([N:17]2[C:18]3[C:14](=[CH:13][C:12]([O:11][CH3:10])=[C:20]([C:21]([F:24])([F:22])[F:23])[CH:19]=3)[CH2:15][CH2:16]2)=[O:25])[CH:6]=[C:7]([I:9])[CH:8]=1. The yield is 0.400. (4) The reactants are [C:1]([O:5][C@@H:6]([C:12]1[C:13]([CH3:58])=[N:14][C:15]2[N:16]([N:50]=[C:51]([C:53]([O:55]CC)=[O:54])[CH:52]=2)[C:17]=1[N:18]1[CH2:23][CH2:22][C:21]([O:25][CH2:26][CH2:27][CH2:28][CH2:29][C@H:30]([O:32][Si:33]([C:46]([CH3:49])([CH3:48])[CH3:47])([C:40]2[CH:45]=[CH:44][CH:43]=[CH:42][CH:41]=2)[C:34]2[CH:39]=[CH:38][CH:37]=[CH:36][CH:35]=2)[CH3:31])([CH3:24])[CH2:20][CH2:19]1)[C:7]([O:9][CH2:10][CH3:11])=[O:8])([CH3:4])([CH3:3])[CH3:2].[OH-].[Na+]. The catalyst is C(O)C. The product is [C:1]([O:5][C@@H:6]([C:12]1[C:13]([CH3:58])=[N:14][C:15]2[N:16]([N:50]=[C:51]([C:53]([OH:55])=[O:54])[CH:52]=2)[C:17]=1[N:18]1[CH2:19][CH2:20][C:21]([O:25][CH2:26][CH2:27][CH2:28][CH2:29][C@H:30]([O:32][Si:33]([C:46]([CH3:48])([CH3:47])[CH3:49])([C:34]2[CH:35]=[CH:36][CH:37]=[CH:38][CH:39]=2)[C:40]2[CH:41]=[CH:42][CH:43]=[CH:44][CH:45]=2)[CH3:31])([CH3:24])[CH2:22][CH2:23]1)[C:7]([O:9][CH2:10][CH3:11])=[O:8])([CH3:2])([CH3:3])[CH3:4]. The yield is 0.950. (5) The reactants are [Br:1][C:2]1[CH:10]=[C:9]([N+:11]([O-])=O)[C:8]([OH:14])=[C:7]2[C:3]=1[CH2:4][CH2:5][C:6]2=[O:15]. The catalyst is CO.[C].[Pd]. The product is [BrH:1].[NH2:11][C:9]1[C:8]([OH:14])=[C:7]2[C:3]([CH2:4][CH2:5][C:6]2=[O:15])=[CH:2][CH:10]=1. The yield is 0.800. (6) The reactants are [H-].[Na+].[C:3](=[O:10])([O:7][CH2:8][CH3:9])OCC.[C:11]([C:14]1[S:15][CH:16]=[C:17]([CH3:19])[N:18]=1)(=[O:13])[CH3:12].CC(O)=O. The catalyst is CCCC(C)C.C1(C)C=CC=CC=1.O. The product is [CH3:19][C:17]1[N:18]=[C:14]([C:11](=[O:13])[CH2:12][C:3]([O:7][CH2:8][CH3:9])=[O:10])[S:15][CH:16]=1. The yield is 0.740.